From a dataset of Peptide-MHC class I binding affinity with 185,985 pairs from IEDB/IMGT. Regression. Given a peptide amino acid sequence and an MHC pseudo amino acid sequence, predict their binding affinity value. This is MHC class I binding data. (1) The peptide sequence is KLYPNVDFY. The MHC is HLA-B08:02 with pseudo-sequence HLA-B08:02. The binding affinity (normalized) is 0.0847. (2) The peptide sequence is YRNFSFSLK. The MHC is HLA-B15:01 with pseudo-sequence HLA-B15:01. The binding affinity (normalized) is 0.0847. (3) The peptide sequence is EMADYIFFV. The MHC is HLA-B15:01 with pseudo-sequence HLA-B15:01. The binding affinity (normalized) is 0.0847.